This data is from NCI-60 drug combinations with 297,098 pairs across 59 cell lines. The task is: Regression. Given two drug SMILES strings and cell line genomic features, predict the synergy score measuring deviation from expected non-interaction effect. (1) Drug 1: CC1=C2C(C(=O)C3(C(CC4C(C3C(C(C2(C)C)(CC1OC(=O)C(C(C5=CC=CC=C5)NC(=O)OC(C)(C)C)O)O)OC(=O)C6=CC=CC=C6)(CO4)OC(=O)C)O)C)O. Drug 2: C1CCC(C(C1)N)N.C(=O)(C(=O)[O-])[O-].[Pt+4]. Cell line: HS 578T. Synergy scores: CSS=36.9, Synergy_ZIP=0.168, Synergy_Bliss=-6.67, Synergy_Loewe=-25.0, Synergy_HSA=-3.79. (2) Drug 1: C1CCC(C1)C(CC#N)N2C=C(C=N2)C3=C4C=CNC4=NC=N3. Cell line: RPMI-8226. Synergy scores: CSS=5.39, Synergy_ZIP=32.9, Synergy_Bliss=32.9, Synergy_Loewe=29.0, Synergy_HSA=27.7. Drug 2: CC1C(C(CC(O1)OC2CC(OC(C2O)C)OC3=CC4=CC5=C(C(=O)C(C(C5)C(C(=O)C(C(C)O)O)OC)OC6CC(C(C(O6)C)O)OC7CC(C(C(O7)C)O)OC8CC(C(C(O8)C)O)(C)O)C(=C4C(=C3C)O)O)O)O.